The task is: Predict the reactants needed to synthesize the given product.. This data is from Full USPTO retrosynthesis dataset with 1.9M reactions from patents (1976-2016). Given the product [C:33]([O:32][C:30](=[O:31])[N:4]([CH2:3][CH2:2][OH:1])[CH2:5][CH:6]([OH:7])[C:8]1[CH:13]=[CH:12][N:11]=[C:10]([CH:14]([CH3:16])[CH3:15])[N:9]=1)([CH3:36])([CH3:35])[CH3:34], predict the reactants needed to synthesize it. The reactants are: [OH:1][CH2:2][CH2:3][NH:4][CH2:5][CH:6]([C:8]1[CH:13]=[CH:12][N:11]=[C:10]([CH:14]([CH3:16])[CH3:15])[N:9]=1)[OH:7].NCC(C1C=CN=C(C(C)C)N=1)O.[C:30](O[C:30]([O:32][C:33]([CH3:36])([CH3:35])[CH3:34])=[O:31])([O:32][C:33]([CH3:36])([CH3:35])[CH3:34])=[O:31].